The task is: Predict the reaction yield, written as a fraction of the theoretical maximum amount of product (1.0 means a 100% yield; for example, 0.34 means a 34% yield).. This data is from Reaction yield outcomes from USPTO patents with 853,638 reactions. (1) The reactants are C[O:2][C:3](=[O:50])[C@H:4]([CH2:21][C:22]1[CH:27]=[CH:26][C:25]([N:28]2[C:32](=[O:33])[CH:31]([CH2:34][C:35]3[CH:40]=[CH:39][CH:38]=[CH:37][CH:36]=3)[N:30]([C:41](=[O:43])[CH3:42])[CH:29]2[C:44]2[CH:49]=[CH:48][CH:47]=[CH:46][CH:45]=2)=[CH:24][CH:23]=1)[NH:5][C:6]([C:8]1([CH2:13][CH2:14][CH2:15][CH2:16][S:17]([CH3:20])(=[O:19])=[O:18])[CH2:12][CH2:11][CH2:10][CH2:9]1)=[O:7].[OH-].[Na+]. The catalyst is CCO.CC(O)=O. The product is [C:41]([N:30]1[CH:31]([CH2:34][C:35]2[CH:36]=[CH:37][CH:38]=[CH:39][CH:40]=2)[C:32](=[O:33])[N:28]([C:25]2[CH:26]=[CH:27][C:22]([CH2:21][C@@H:4]([C:3]([OH:50])=[O:2])[NH:5][C:6]([C:8]3([CH2:13][CH2:14][CH2:15][CH2:16][S:17]([CH3:20])(=[O:18])=[O:19])[CH2:9][CH2:10][CH2:11][CH2:12]3)=[O:7])=[CH:23][CH:24]=2)[CH:29]1[C:44]1[CH:45]=[CH:46][CH:47]=[CH:48][CH:49]=1)(=[O:43])[CH3:42]. The yield is 0.950. (2) The reactants are [C:1]([C:3]1[CH:7]=[CH:6][N:5]([C:8]2[C:13]([CH3:14])=[CH:12][C:11]([CH3:15])=[CH:10][C:9]=2[CH3:16])[C:4]=1[C:17](OCC)=O)#[N:2].[OH2:22].[NH2:23][NH2:24].C(O)C. The catalyst is O. The product is [NH2:2][C:1]1[C:3]2[CH:7]=[CH:6][N:5]([C:8]3[C:13]([CH3:14])=[CH:12][C:11]([CH3:15])=[CH:10][C:9]=3[CH3:16])[C:4]=2[C:17](=[O:22])[NH:23][N:24]=1. The yield is 0.630. (3) The reactants are [CH3:1][O:2][C:3]1[C:8]([N+:9]([O-:11])=[O:10])=[CH:7][CH:6]=[CH:5][C:4]=1[C:12]#[C:13][Si](C)(C)C.C(=O)([O-])[O-].[K+].[K+]. The catalyst is CO. The product is [C:12]([C:4]1[CH:5]=[CH:6][CH:7]=[C:8]([N+:9]([O-:11])=[O:10])[C:3]=1[O:2][CH3:1])#[CH:13]. The yield is 0.559. (4) The reactants are [Br:1][C:2]1[CH:19]=[C:18]2[C:5]([CH2:6][CH2:7][C:8]3([C:11]42[NH:15][C:14](=S)[C:13]([CH3:17])=[N:12]4)[CH2:10][CH2:9]3)=[CH:4][CH:3]=1.[NH3:20]. No catalyst specified. The product is [Br:1][C:2]1[CH:19]=[C:18]2[C:5]([CH2:6][CH2:7][C:8]3([C:11]42[N:15]=[C:14]([NH2:20])[C:13]([CH3:17])=[N:12]4)[CH2:10][CH2:9]3)=[CH:4][CH:3]=1. The yield is 0.810. (5) The reactants are [CH3:1][O:2][C:3](=[O:13])[C:4]#[C:5][C:6]1[CH:11]=[CH:10][C:9]([F:12])=[CH:8][CH:7]=1.[C:14]([O:18][C:19]([N:21]1[C:30]2[C:25](=[CH:26][CH:27]=[C:28]([CH2:31][CH2:32][O:33][C:34]3[CH:35]=[C:36]4[C:40](=[CH:41][CH:42]=3)[NH:39][CH:38]=[CH:37]4)[N:29]=2)[CH2:24][CH2:23][CH2:22]1)=[O:20])([CH3:17])([CH3:16])[CH3:15]. No catalyst specified. The product is [C:14]([O:18][C:19]([N:21]1[C:30]2[C:25](=[CH:26][CH:27]=[C:28]([CH2:31][CH2:32][O:33][C:34]3[CH:35]=[C:36]4[C:40](=[CH:41][CH:42]=3)[N:39]([C:5]([C:6]3[CH:11]=[CH:10][C:9]([F:12])=[CH:8][CH:7]=3)=[CH:4][C:3]([O:2][CH3:1])=[O:13])[CH:38]=[CH:37]4)[N:29]=2)[CH2:24][CH2:23][CH2:22]1)=[O:20])([CH3:17])([CH3:15])[CH3:16]. The yield is 0.730. (6) The reactants are [N:1]1[N:5]2[CH:6]=[CH:7][CH:8]=[CH:9][C:4]2=[C:3]([C:10]([OH:12])=O)[CH:2]=1.CN(C)C=O.C(Cl)(=O)C(Cl)=O.[Cl:24][C:25]1[N:30]=[CH:29][C:28]([C:31]2[N:32]=[C:33]([O:41][CH2:42][CH2:43][O:44][CH3:45])[C:34]3[CH2:40][NH:39][CH2:38][CH2:37][C:35]=3[N:36]=2)=[CH:27][CH:26]=1. The catalyst is C(Cl)Cl. The product is [Cl:24][C:25]1[N:30]=[CH:29][C:28]([C:31]2[N:32]=[C:33]([O:41][CH2:42][CH2:43][O:44][CH3:45])[C:34]3[CH2:40][N:39]([C:10]([C:3]4[CH:2]=[N:1][N:5]5[CH:6]=[CH:7][CH:8]=[CH:9][C:4]=45)=[O:12])[CH2:38][CH2:37][C:35]=3[N:36]=2)=[CH:27][CH:26]=1. The yield is 0.940.